This data is from Retrosynthesis with 50K atom-mapped reactions and 10 reaction types from USPTO. The task is: Predict the reactants needed to synthesize the given product. (1) Given the product O=C(Nc1ccc([C@H]2CCNC2)cc1)c1ccc(OCC(F)(F)F)nc1, predict the reactants needed to synthesize it. The reactants are: CC(C)(C)OC(=O)N1CC[C@H](c2ccc(NC(=O)c3ccc(OCC(F)(F)F)nc3)cc2)C1. (2) Given the product CC(N=[N+]=[N-])OCCOCC(=O)O, predict the reactants needed to synthesize it. The reactants are: CCOC(=O)COCCOC(C)N=[N+]=[N-]. (3) Given the product O=C1Nc2ncc(Br)cc2C1=Cc1ccc2c(/C=C/c3ccncc3)n[nH]c2c1, predict the reactants needed to synthesize it. The reactants are: O=C1Cc2cc(Br)cnc2N1.O=Cc1ccc2c(/C=C/c3ccncc3)n[nH]c2c1.